This data is from Forward reaction prediction with 1.9M reactions from USPTO patents (1976-2016). The task is: Predict the product of the given reaction. Given the reactants [CH2:1]([O:8][C:9]1[C:14](=[O:15])[N:13]=[C:12]([CH2:16][C:17]2[CH:22]=[CH:21][C:20]([Cl:23])=[CH:19][C:18]=2Br)[N:11]2[CH2:25][CH2:26][N:27]([CH:30]([CH3:32])[CH3:31])[C:28](=[O:29])[C:10]=12)[C:2]1[CH:7]=[CH:6][CH:5]=[CH:4][CH:3]=1.[Cl:33][C:34]1[CH:39]=[CH:38][C:37](B(O)O)=[CH:36][CH:35]=1.C([O-])([O-])=O.[K+].[K+].C1(P(C2CCCCC2)C2C=CC=CC=2C2C(OC)=CC=CC=2OC)CCCCC1, predict the reaction product. The product is: [CH2:1]([O:8][C:9]1[C:14](=[O:15])[N:13]=[C:12]([CH2:16][C:17]2[CH:22]=[CH:21][C:20]([Cl:23])=[CH:19][C:18]=2[C:37]2[CH:38]=[CH:39][C:34]([Cl:33])=[CH:35][CH:36]=2)[N:11]2[CH2:25][CH2:26][N:27]([CH:30]([CH3:32])[CH3:31])[C:28](=[O:29])[C:10]=12)[C:2]1[CH:7]=[CH:6][CH:5]=[CH:4][CH:3]=1.